This data is from Reaction yield outcomes from USPTO patents with 853,638 reactions. The task is: Predict the reaction yield, written as a fraction of the theoretical maximum amount of product (1.0 means a 100% yield; for example, 0.34 means a 34% yield). (1) The reactants are [Br:1][C:2]1[CH:3]=[C:4]([C:8]2([C:11]([OH:13])=[O:12])[CH2:10][CH2:9]2)[CH:5]=[CH:6][CH:7]=1.[C:14]1(C)C=CC(S(O)(=O)=O)=C[CH:15]=1. The catalyst is C(O)C. The product is [Br:1][C:2]1[CH:3]=[C:4]([C:8]2([C:11]([O:13][CH2:14][CH3:15])=[O:12])[CH2:10][CH2:9]2)[CH:5]=[CH:6][CH:7]=1. The yield is 0.872. (2) The reactants are [CH2:1]=[C:2]1O[C:4](=[O:5])[CH2:3]1.[Cl:7][C:8]1[C:9]([OH:21])=[C:10]([CH2:15][CH2:16][C:17]([O:19][CH3:20])=[O:18])[CH:11]=[CH:12][C:13]=1[OH:14].CO. The catalyst is CS(O)(=O)=O. The product is [Cl:7][C:8]1[C:9]([OH:21])=[C:10]([CH2:15][CH2:16][C:17]([O:19][CH3:20])=[O:18])[CH:11]=[C:12]2[C:13]=1[O:14][C:4](=[O:5])[CH:3]=[C:2]2[CH3:1]. The yield is 0.640. (3) The reactants are [H-].[Na+].[N+:3]([C:6]1[CH:11]=[CH:10][C:9]([OH:12])=[CH:8][CH:7]=1)([O-:5])=[O:4].Cl[C:14]1[CH:19]=[CH:18][N:17]=[C:16]([NH:20][CH2:21][CH2:22][CH2:23][OH:24])[N:15]=1. The catalyst is CN(C=O)C. The product is [N+:3]([C:6]1[CH:11]=[CH:10][C:9]([O:12][C:18]2[CH:19]=[CH:14][N:15]=[C:16]([NH:20][CH2:21][CH2:22][CH2:23][OH:24])[N:17]=2)=[CH:8][CH:7]=1)([O-:5])=[O:4]. The yield is 0.580.